Dataset: Reaction yield outcomes from USPTO patents with 853,638 reactions. Task: Predict the reaction yield, written as a fraction of the theoretical maximum amount of product (1.0 means a 100% yield; for example, 0.34 means a 34% yield). (1) The reactants are Cl[C:2]([O:4][CH3:5])=[O:3].[F:6][C:7]1[CH:8]=[C:9]([NH:14][C:15]([C:17]2[CH:18]=[C:19]([C:24]3[CH:29]=[CH:28][C:27]([F:30])=[CH:26][C:25]=3[F:31])[CH:20]=[CH:21]C=2O)=[O:16])[CH:10]=[CH:11][C:12]=1[F:13].Cl. The catalyst is O1CCCC1.N1C=CC=CC=1. The product is [F:31][C:25]1[CH:26]=[C:27]([F:30])[CH:28]=[CH:29][C:24]=1[C:19]1[CH:20]=[CH:21][C:5]2[O:4][C:2](=[O:3])[N:14]([C:9]3[CH:10]=[CH:11][C:12]([F:13])=[C:7]([F:6])[CH:8]=3)[C:15](=[O:16])[C:17]=2[CH:18]=1. The yield is 0.250. (2) The reactants are [CH2:1]([O:3][C:4]1[CH:9]=[CH:8][C:7]([NH:10][C:11](=S)SC)=[CH:6][CH:5]=1)[CH3:2].[NH2:15][C:16]1[CH:17]=[C:18]([CH:26]=[CH:27][C:28]=1[NH:29][CH2:30][CH2:31][CH:32]([CH3:34])[CH3:33])[C:19]([N:21]([CH2:24][CH3:25])[CH2:22][CH3:23])=[O:20].CO. The catalyst is CN(C=O)C.C(Cl)Cl.[Hg]=O. The product is [CH2:1]([O:3][C:4]1[CH:9]=[CH:8][C:7]([NH:10][C:11]2[N:29]([CH2:30][CH2:31][CH:32]([CH3:34])[CH3:33])[C:28]3[CH:27]=[CH:26][C:18]([C:19]([N:21]([CH2:24][CH3:25])[CH2:22][CH3:23])=[O:20])=[CH:17][C:16]=3[N:15]=2)=[CH:6][CH:5]=1)[CH3:2]. The yield is 0.450. (3) The reactants are C([O:3][C:4]([C:6]1[S:10][C:9]([N:11]2[C:15]3[CH:16]=[CH:17][CH:18]=[CH:19][C:14]=3[N:13]=[CH:12]2)=[N:8][C:7]=1[C:20]1[CH:25]=[CH:24][CH:23]=[CH:22][CH:21]=1)=O)C.[OH-].[NH4+:27].FC(F)(F)C(O)=O. No catalyst specified. The product is [N:11]1([C:9]2[S:10][C:6]([C:4]([NH2:27])=[O:3])=[C:7]([C:20]3[CH:21]=[CH:22][CH:23]=[CH:24][CH:25]=3)[N:8]=2)[C:15]2[CH:16]=[CH:17][CH:18]=[CH:19][C:14]=2[N:13]=[CH:12]1. The yield is 0.130. (4) The reactants are [OH:1][C@H:2]([C@H:4]([CH2:9][CH:10]=[C:11]([CH3:13])[CH3:12])[C:5]([O:7][CH3:8])=[O:6])[CH3:3]. The yield is 0.980. The catalyst is CO.[Pd]. The product is [OH:1][C@H:2]([C@H:4]([CH2:9][CH2:10][CH:11]([CH3:13])[CH3:12])[C:5]([O:7][CH3:8])=[O:6])[CH3:3]. (5) The reactants are [Br:1]NC(=O)CCC(N)=O.[C:10]([C:12]1[C:13]([NH:18][CH2:19][C:20]([NH2:22])=[O:21])=[N:14][CH:15]=[CH:16][CH:17]=1)#[N:11]. The catalyst is CN(C)C=O. The product is [Br:1][C:16]1[CH:17]=[C:12]([C:10]#[N:11])[C:13]([NH:18][CH2:19][C:20]([NH2:22])=[O:21])=[N:14][CH:15]=1. The yield is 0.960. (6) The reactants are [NH2:1][C:2]1[CH:7]=[CH:6][CH:5]=[CH:4][C:3]=1[CH:8]1[C:17]([CH3:19])([CH3:18])[CH2:16][C:15]2[C:10](=[CH:11][CH:12]=[C:13]([C:20]([O:22][CH3:23])=[O:21])[CH:14]=2)[NH:9]1.[CH:24]1([C:27](O)=[O:28])[CH2:26][CH2:25]1.C(N(CC)C(C)C)(C)C.P(Cl)(Cl)(Cl)=O. The catalyst is ClCCl. The product is [CH:24]1([C:27]([NH:1][C:2]2[CH:7]=[CH:6][CH:5]=[CH:4][C:3]=2[CH:8]2[C:17]([CH3:18])([CH3:19])[CH2:16][C:15]3[C:10](=[CH:11][CH:12]=[C:13]([C:20]([O:22][CH3:23])=[O:21])[CH:14]=3)[NH:9]2)=[O:28])[CH2:26][CH2:25]1. The yield is 0.580. (7) The reactants are [N+:1]([C:4]1[CH:5]=[C:6]2[C:11](=[O:12])[O:10][C:8](=O)[C:7]2=[CH:13][CH:14]=1)([O-:3])=[O:2].[NH2:15][C:16]1[CH:17]=[C:18]([CH:22]=[CH:23][CH:24]=1)[C:19]([OH:21])=[O:20]. No catalyst specified. The product is [N+:1]([C:4]1[CH:5]=[C:6]2[C:11](=[O:12])[N:15]([C:16]3[CH:24]=[CH:23][CH:22]=[C:18]([C:19]([OH:21])=[O:20])[CH:17]=3)[C:8](=[O:10])[C:7]2=[CH:13][CH:14]=1)([O-:3])=[O:2]. The yield is 0.740. (8) The reactants are Cl[C:2]([O:4][CH3:5])=[O:3].[O:6]=[S:7]1(=[O:32])[CH:12]=[CH:11][CH:10]([C:13]2[CH:18]=[CH:17][C:16]([N:19]3[CH2:23][C@H:22]([CH2:24][NH:25]C(=O)C(F)F)[O:21][C:20]3=[O:31])=[CH:15][CH:14]=2)[CH2:9][CH2:8]1. The catalyst is N1C=CC=CC=1.ClCCl. The product is [O:32]=[S:7]1(=[O:6])[CH:8]=[CH:9][CH:10]([C:13]2[CH:14]=[CH:15][C:16]([N:19]3[CH2:23][C@H:22]([CH2:24][NH:25][C:2](=[O:3])[O:4][CH3:5])[O:21][C:20]3=[O:31])=[CH:17][CH:18]=2)[CH2:11][CH2:12]1. The yield is 0.780. (9) The reactants are [Li+].[OH-].[NH:3]1[C:7]2[CH:8]=[CH:9][CH:10]=[CH:11][C:6]=2[N:5]=[C:4]1[NH:12][CH2:13][CH2:14][O:15][C:16]1[CH:38]=[CH:37][C:19]([CH2:20][C@@H:21]([C:33]([O:35]C)=[O:34])[NH:22][C:23](=[O:32])[C:24]2[C:29]([Cl:30])=[CH:28][CH:27]=[CH:26][C:25]=2[Cl:31])=[CH:18][CH:17]=1. The catalyst is CO.O. The product is [NH:3]1[C:7]2[CH:8]=[CH:9][CH:10]=[CH:11][C:6]=2[N:5]=[C:4]1[NH:12][CH2:13][CH2:14][O:15][C:16]1[CH:17]=[CH:18][C:19]([CH2:20][C@@H:21]([C:33]([OH:35])=[O:34])[NH:22][C:23](=[O:32])[C:24]2[C:29]([Cl:30])=[CH:28][CH:27]=[CH:26][C:25]=2[Cl:31])=[CH:37][CH:38]=1. The yield is 0.190.